This data is from Forward reaction prediction with 1.9M reactions from USPTO patents (1976-2016). The task is: Predict the product of the given reaction. (1) Given the reactants CO[C:3](=[O:8])[C:4]([CH2:6]Br)=[CH2:5].[O:9]1[C:13]2[CH:14]=[CH:15][C:16]([C:18]3[N:22]([CH3:23])[C:21](/[CH:24]=[N:25]/[CH3:26])=[N:20][CH:19]=3)=[CH:17][C:12]=2[O:11][CH2:10]1.[NH4+].[Cl-], predict the reaction product. The product is: [O:9]1[C:13]2[CH:14]=[CH:15][C:16]([C:18]3[N:22]([CH3:23])[C:21]([CH:24]4[N:25]([CH3:26])[C:3](=[O:8])[C:4](=[CH2:5])[CH2:6]4)=[N:20][CH:19]=3)=[CH:17][C:12]=2[O:11][CH2:10]1. (2) Given the reactants [CH3:1][N:2]1[C:6]([C:7]2=[CH:8][C:9](=[O:14])[CH:10]=[CH:11][CH2:12][CH2:13]2)=[C:5]([N+:15]([O-:17])=[O:16])[CH:4]=[N:3]1.C[Si]([N:22]=[N+:23]=[N-:24])(C)C, predict the reaction product. The product is: [N:22]([CH:11]1[CH2:10][C:9](=[O:14])[CH:8]=[C:7]([C:6]2[N:2]([CH3:1])[N:3]=[CH:4][C:5]=2[N+:15]([O-:17])=[O:16])[CH2:13][CH2:12]1)=[N+:23]=[N-:24]. (3) The product is: [Cl:1][C:2]1[CH:3]=[CH:4][C:5]([N:11]([CH3:22])[S:12]([C:15]2[CH:16]=[CH:17][C:18]([CH3:21])=[CH:19][CH:20]=2)(=[O:13])=[O:14])=[C:6]([CH2:7][OH:8])[CH:10]=1. Given the reactants [Cl:1][C:2]1[CH:10]=[C:6]([C:7](O)=[O:8])[C:5]([N:11]([CH3:22])[S:12]([C:15]2[CH:20]=[CH:19][C:18]([CH3:21])=[CH:17][CH:16]=2)(=[O:14])=[O:13])=[CH:4][CH:3]=1.S(Cl)(Cl)=O, predict the reaction product. (4) Given the reactants [Li:1]CCCC.[CH:6]([NH:9][CH:10]([CH3:12])[CH3:11])([CH3:8])[CH3:7].[C:13]1([S:19]([N:22]2[CH:38]=[C:26]3[CH2:27][CH:28]([N:35]([CH3:37])[CH3:36])[C:29]4[CH2:30]C(=O)C=[CH:33][C:24]([C:25]=43)=[CH:23]2)(=[O:21])=[O:20])[CH:18]=[CH:17][CH:16]=[CH:15][CH:14]=1.[I:39]I.[O:41]1[CH2:45]CCC1, predict the reaction product. The product is: [Li+:1].[CH3:7][CH:6]([N-:9][CH:10]([CH3:12])[CH3:11])[CH3:8].[C:13]1([S:19]([N:22]2[C:38]([I:39])=[C:26]3[CH2:27][CH:28]([N:35]([CH3:36])[CH3:37])[C:29]4[CH2:30][O:41][CH:45]=[CH:33][C:24]([C:25]=43)=[CH:23]2)(=[O:21])=[O:20])[CH:18]=[CH:17][CH:16]=[CH:15][CH:14]=1. (5) The product is: [CH3:1][N:2]([CH3:19])[C:3](=[O:18])[C@H:4]([O:6][C:7]1[CH:16]=[CH:15][CH:14]=[C:13]2[C:8]=1[C:9]([NH:35][C:31]1[CH:30]=[C:29]3[C:34](=[CH:33][CH:32]=1)[N:26]([CH2:25][C:23]1[N:22]=[CH:21][S:20][CH:24]=1)[CH:27]=[CH:28]3)=[N:10][CH:11]=[N:12]2)[CH3:5]. Given the reactants [CH3:1][N:2]([CH3:19])[C:3](=[O:18])[C@H:4]([O:6][C:7]1[CH:16]=[CH:15][CH:14]=[C:13]2[C:8]=1[C:9](=O)[NH:10][CH:11]=[N:12]2)[CH3:5].[S:20]1[CH:24]=[C:23]([CH2:25][N:26]2[C:34]3[C:29](=[CH:30][C:31]([NH2:35])=[CH:32][CH:33]=3)[CH:28]=[CH:27]2)[N:22]=[CH:21]1, predict the reaction product. (6) Given the reactants CO[CH:3]1[C:11]2[C:6](=[C:7]([CH2:14][CH2:15][C:16]3(O)[CH2:24][C:23]4[C:18](=[CH:19][CH:20]=[CH:21][CH:22]=4)[CH2:17]3)[C:8]([CH3:13])=[C:9]([CH3:12])[CH:10]=2)[CH2:5][CH:4]1[CH3:26].C1(C)C=CC=CC=1.CC1C=CC(S(O)(=O)=O)=CC=1, predict the reaction product. The product is: [CH2:24]1[C:23]2[C:18](=[CH:19][CH:20]=[CH:21][CH:22]=2)[CH:17]=[C:16]1[CH2:15][CH2:14][C:7]1[C:8]([CH3:13])=[C:9]([CH3:12])[CH:10]=[C:11]2[C:6]=1[CH2:5][C:4]([CH3:26])=[CH:3]2. (7) Given the reactants C(N(CC)C(C)C)(C)C.[Cl:10][C:11]1[CH:33]=[CH:32][C:14]([CH2:15][NH:16][C:17]([C:19]2[C:20](=[O:31])[C:21]3[CH:28]=[C:27]([CH2:29]Cl)[O:26][C:22]=3[N:23]([CH3:25])[CH:24]=2)=[O:18])=[CH:13][CH:12]=1.[CH3:34][NH:35][CH2:36][CH:37]([C:39]1[S:40][CH:41]=[CH:42][N:43]=1)[OH:38].O, predict the reaction product. The product is: [Cl:10][C:11]1[CH:33]=[CH:32][C:14]([CH2:15][NH:16][C:17]([C:19]2[C:20](=[O:31])[C:21]3[CH:28]=[C:27]([CH2:29][N:35]([CH2:36][CH:37]([OH:38])[C:39]4[S:40][CH:41]=[CH:42][N:43]=4)[CH3:34])[O:26][C:22]=3[N:23]([CH3:25])[CH:24]=2)=[O:18])=[CH:13][CH:12]=1.